This data is from Catalyst prediction with 721,799 reactions and 888 catalyst types from USPTO. The task is: Predict which catalyst facilitates the given reaction. Product: [CH2:7]([O:6][P:4](/[CH:9]=[CH:10]/[C:11]1[C:12]([O:22][CH2:23][C:24]2[CH:49]=[CH:48][C:27]([O:28][CH2:29][C:30]3[N:31]=[C:32]([C:36]4[CH:37]=[C:38]([CH:45]=[CH:46][CH:47]=4)[O:39][CH2:40][C:41]([OH:43])=[O:42])[O:33][C:34]=3[CH3:35])=[C:26]([O:50][CH3:51])[CH:25]=2)=[N:13][N:14]([C:16]2[CH:21]=[CH:20][CH:19]=[CH:18][CH:17]=2)[CH:15]=1)([O:3][CH2:1][CH3:2])=[O:5])[CH3:8]. The catalyst class is: 8. Reactant: [CH2:1]([O:3][P:4](/[CH:9]=[CH:10]/[C:11]1[C:12]([O:22][CH2:23][C:24]2[CH:49]=[CH:48][C:27]([O:28][CH2:29][C:30]3[N:31]=[C:32]([C:36]4[CH:37]=[C:38]([CH:45]=[CH:46][CH:47]=4)[O:39][CH2:40][C:41]([O:43]C)=[O:42])[O:33][C:34]=3[CH3:35])=[C:26]([O:50][CH3:51])[CH:25]=2)=[N:13][N:14]([C:16]2[CH:21]=[CH:20][CH:19]=[CH:18][CH:17]=2)[CH:15]=1)([O:6][CH2:7][CH3:8])=[O:5])[CH3:2].O1CCCC1.[OH-].[Na+].Cl.